This data is from Experimentally validated miRNA-target interactions with 360,000+ pairs, plus equal number of negative samples. The task is: Binary Classification. Given a miRNA mature sequence and a target amino acid sequence, predict their likelihood of interaction. (1) The miRNA is hsa-miR-4253 with sequence AGGGCAUGUCCAGGGGGU. The protein sequence of the target gene is MQHRGFLLLTLLALLALTSAVAKKKDKVKKGGPGSECAEWAWGPCTPSSKDCGVGFREGTCGAQTQRIRCRVPCNWKKEFGADCKYKFENWGACDGGTGTKVRQGTLKKARYNAQCQETIRVTKPCTPKTKAKAKAKKGKGKD. Result: 1 (interaction). (2) The miRNA is mmu-miR-7033-5p with sequence UCUCCAGGAGUCUGAGGGGCAGG. The protein sequence of the target gene is MPTPHEAEKQITGPEEADRPPSMSSHDTASPAAPSRNPCCLCWCCCCSCSWNQERRRAWQASRESKLQPLPSCEVCATPSPEEVQSWAQSFDKLMHSPAGRSVFRAFLRTEYSEENMLFWLACEELKAEANQHVVDEKARLIYEDYVSILSPKEVSLDSRVREGINKKMQEPSAHTFDDAQLQIYTLMHRDSYPRFLSSPTYRALLLQGPSQSSSEA. Result: 0 (no interaction). (3) The miRNA is hsa-miR-4423-5p with sequence AGUUGCCUUUUUGUUCCCAUGC. Result: 0 (no interaction). The protein sequence of the target gene is MAASISGYTFSAVCFHSANSNADHEGFLLGEVRQEETFSISDSQISNTEFLQVIEIHNHQPCSKLFSFYDYASKVNEESLDRILKDRRKKVIGWYRFRRNTQQQMSYREQVLHKQLTRILGVPDLVFLLFSFISTANNSTHALEYVLFRPNRRYNQRISLAIPNLGNTSQQEYKVSSVPNTSQSYAKVIKEHGTDFFDKDGVMKDIRAIYQVYNALQEKVQAVCADVEKSERVVESCQAEVNKLRRQITQRKNEKEQERRLQQAVLSRQMPSESLDPAFSPRMPSSGFAAEGRSTLGDAE.... (4) The miRNA is hsa-miR-6855-3p with sequence AGACUGACCUUCAACCCCACAG. The protein sequence of the target gene is MTLDRPGEGATMLKTFTVLLFCIRMSLGMTSIVMDPQPELWIESNYPQAPWENITLWCRSPSRISSKFLLLKDKTQMTWIRPSHKTFQVSFLIGALTESNAGLYRCCYWKETGWSKPSKVLELEAPGQLPKPIFWIQAETPALPGCNVNILCHGWLQDLVFMLFKEGYAEPVDYQVPTGTMAIFSIDNLTPEDEGVYICRTHIQMLPTLWSEPSNPLKLVVAGLYPKPTLTAHPGPIMAPGESLNLRCQGPIYGMTFALMRVEDLEKSFYHKKTIKNEANFFFQSLKIQDTGHYLCFYYD.... Result: 0 (no interaction). (5) The miRNA is hsa-miR-3074-3p with sequence GAUAUCAGCUCAGUAGGCACCG. The protein sequence of the target gene is MTIYQFLRLFVLWACLPHFCCPELTFRRTPGIQQMTAESRAPRSDGKILHRQKRGWMWNQFFLLEEYTGSDYQYVGKLHSDQDKGDGSLKYILSGDGAGTLFIIDEKTGDIHATRRIDREEKAFYTLRAQAINRRTLRPVEPESEFVIKIHDINDNEPTFPEEIYTASVPEMSVVGTSVVQVTATDADDPSYGNSARVIYSILQGQPYFSVEPETGIIRTALPNMNRENKEQYQVVIQAKDMGGQMGGLSGTTTVNITLTDVNDNPPRFPQNTIHLRVLESSPVGTAVGSVKATDADTGK.... Result: 0 (no interaction). (6) The miRNA is hsa-miR-4672 with sequence UUACACAGCUGGACAGAGGCA. The protein sequence of the target gene is MQREEGFNTKMADGPDEYDTEAGCVPLLHPEEIKPQSHYNHGYGEPLGRKTHIDDYSTWDIVKATQYGIYERCRELVEAGYDVRQPDKENVTLLHWAAINNRIDLVKYYISKGAIVDQLGGDLNSTPLHWATRQGHLSMVVQLMKYGADPSLIDGEGCSCIHLAAQFGHTSIVAYLIAKGQDVDMMDQNGMTPLMWAAYRTHSVDPTRLLLTFNVSVNLGDKYHKNTALHWAVLAGNTTVISLLLEAGANVDAQNIKGESALDLAKQRKNVWMINHLQEARQAKGYDNPSFLRKLKADKE.... Result: 1 (interaction). (7) Result: 1 (interaction). The miRNA is hsa-miR-642b-5p with sequence GGUUCCCUCUCCAAAUGUGUCU. The protein sequence of the target gene is MVGEGPYLISDLDQRGRRRSFAERYDPSLKTMIPVRPCARLAPNPVDDAGLLSFATFSWLTPVMVKGYRQRLTVDTLPPLSTYDSSDTNAKRFRVLWDEEVARVGPEKASLSHVVWKFQRTRVLMDIVANILCIIMAAIGPVILIHQILQQTERTSGKVWVGIGLCIALFATEFTKVFFWALAWAINYRTAIRLKVALSTLVFENLVSFKTLTHISVGEVLNILSSDSYSLFEAALFCPLPATIPILMVFCAAYAFFILGPTALIGISVYVIFIPVQMFMAKLNSAFRRSAILVTDKRVQ.... (8) The miRNA is dre-miR-133b-3p with sequence UUUGGUCCCCUUCAACCAGCUA. The protein sequence of the target gene is MATVQEKAAALNLSALHSPAHRPPGFSVAQKPFGATYVWSSIINTLQTQVEVKKRRHRLKRHNDCFVGSEAVDVIFSHLIQNKYFGDVDIPRAKVVRVCQALMDYKVFEAVPTKVFGKDKKPTFEDSSCSLYRFTTIPNQDSQLGKENKLYSPARYADALFKSSDIRSASLEDLWENLSLKPANSPHVNISATLSPQVINEVWQEETIGRLLQLVDLPLLDSLLKQQEAVPKIPQPKRQSTMVNSSNYLDRGILKAYSDSQEDEWLSAAIDCLEYLPDQMVVEISRSFPEQPDRTDLVKE.... Result: 0 (no interaction). (9) The miRNA is mmu-miR-1964-3p with sequence CCGACUUCUGGGCUCCGGCUUU. The protein sequence of the target gene is MSSPPEGKLETKAGHPPAVKAGGMRIVQKHPHTGDGKEERDKDDQEWESTSPPKPTVFISGVIARGDKDFPPAAAQVAHQKPHASMDKHVSPRTQHIQQPRK. Result: 0 (no interaction). (10) The miRNA is hsa-miR-668-3p with sequence UGUCACUCGGCUCGGCCCACUAC. The protein sequence of the target gene is MGELPLDINIQEPRWDQSTFLGRARHFFTVTDPRNLLLSGAQLEASRNIVQNYRAGVVTPGITEDQLWRAKYVYDSAFHPDTGEKVVLIGRMSAQVPMNMTITGCMLTFYRKTPTVVFWQWVNQSFNAIVNYSNRSGDTPITVRQLGTAYVSATTGAVATALGLKSLTKHLPPLVGRFVPFAAVAAANCINIPLMRQRELQVGIPVADEAGQRLGYSVTAAKQGIFQVVISRICMAIPAMAIPPLIMDTLEKKDFLKRRPWLGAPLQVGLVGFCLVFATPLCCALFPQKSSIHISNLEPE.... Result: 0 (no interaction).